This data is from NCI-60 drug combinations with 297,098 pairs across 59 cell lines. The task is: Regression. Given two drug SMILES strings and cell line genomic features, predict the synergy score measuring deviation from expected non-interaction effect. (1) Drug 1: C1CCC(C1)C(CC#N)N2C=C(C=N2)C3=C4C=CNC4=NC=N3. Drug 2: CC1C(C(CC(O1)OC2CC(CC3=C2C(=C4C(=C3O)C(=O)C5=C(C4=O)C(=CC=C5)OC)O)(C(=O)C)O)N)O.Cl. Cell line: SN12C. Synergy scores: CSS=43.7, Synergy_ZIP=11.5, Synergy_Bliss=15.9, Synergy_Loewe=16.5, Synergy_HSA=16.7. (2) Drug 1: C1CCC(C1)C(CC#N)N2C=C(C=N2)C3=C4C=CNC4=NC=N3. Drug 2: CC1C(C(CC(O1)OC2CC(CC3=C2C(=C4C(=C3O)C(=O)C5=C(C4=O)C(=CC=C5)OC)O)(C(=O)C)O)N)O.Cl. Cell line: OVCAR3. Synergy scores: CSS=17.0, Synergy_ZIP=-4.16, Synergy_Bliss=1.36, Synergy_Loewe=-28.3, Synergy_HSA=-2.48. (3) Drug 1: C1=CN(C(=O)N=C1N)C2C(C(C(O2)CO)O)O.Cl. Drug 2: C1=NC2=C(N=C(N=C2N1C3C(C(C(O3)CO)O)F)Cl)N. Cell line: CCRF-CEM. Synergy scores: CSS=84.0, Synergy_ZIP=3.29, Synergy_Bliss=3.27, Synergy_Loewe=1.06, Synergy_HSA=4.50. (4) Drug 1: C1CN1P(=S)(N2CC2)N3CC3. Drug 2: COC1=NC(=NC2=C1N=CN2C3C(C(C(O3)CO)O)O)N. Cell line: SR. Synergy scores: CSS=-2.30, Synergy_ZIP=1.98, Synergy_Bliss=4.05, Synergy_Loewe=-2.27, Synergy_HSA=-1.45.